This data is from Forward reaction prediction with 1.9M reactions from USPTO patents (1976-2016). The task is: Predict the product of the given reaction. (1) Given the reactants Br[CH:2]1[CH2:10][C:9]2[C:4](=[CH:5][CH:6]=[C:7]([Cl:11])[CH:8]=2)[C:3]1=[O:12].[S:13]([C:17]1[CH:25]=[CH:24][C:20]([C:21]([NH2:23])=[S:22])=[CH:19][CH:18]=1)(=[O:16])(=[O:15])[NH2:14], predict the reaction product. The product is: [Cl:11][C:7]1[CH:6]=[CH:5][C:4]2[C:3]3([OH:12])[N:23]=[C:21]([C:20]4[CH:19]=[CH:18][C:17]([S:13]([NH2:14])(=[O:15])=[O:16])=[CH:25][CH:24]=4)[S:22][CH:2]3[CH2:10][C:9]=2[CH:8]=1. (2) Given the reactants [F:1][C:2]1[CH:3]=[CH:4][C:5]2[N:6]([C:8]([C:11](=[NH:13])[NH2:12])=[CH:9][N:10]=2)[CH:7]=1.CN(C)/[CH:16]=[C:17](\[N+:23]([O-:25])=[O:24])/[C:18](OCC)=[O:19].C(N(CC)CC)C.C(=O)([O-])[O-].[K+].[K+], predict the reaction product. The product is: [F:1][C:2]1[CH:3]=[CH:4][C:5]2[N:6]([C:8]([C:11]3[NH:12][C:18](=[O:19])[C:17]([N+:23]([O-:25])=[O:24])=[CH:16][N:13]=3)=[CH:9][N:10]=2)[CH:7]=1. (3) Given the reactants [NH:1]1[C:9]2[C:4](=[CH:5][CH:6]=[CH:7][CH:8]=2)[CH2:3][C:2]1=[O:10].[CH3:11][C:12]1[C:20]2[C:15](=[CH:16][CH:17]=[CH:18][CH:19]=2)[NH:14][C:13]=1[CH:21]=O.N1CCCCC1, predict the reaction product. The product is: [CH3:11][C:12]1[C:20]2[C:15](=[CH:16][CH:17]=[CH:18][CH:19]=2)[NH:14][C:13]=1[CH:21]=[C:3]1[C:4]2[C:9](=[CH:8][CH:7]=[CH:6][CH:5]=2)[NH:1][C:2]1=[O:10]. (4) Given the reactants O[C@H:2]1[CH2:6][NH:5][C:4](=[O:7])[CH2:3]1.C(N(CC)CC)C.CS(Cl)(=O)=O.[Mn]([O-])(=O)(=O)=O.[N-:25]=[N+:26]=[N-:27].[Na+], predict the reaction product. The product is: [N:25]([C@@H:2]1[CH2:6][NH:5][C:4](=[O:7])[CH2:3]1)=[N+:26]=[N-:27]. (5) Given the reactants [CH3:1][O:2][CH2:3][C:4]1([C:17]([O:19]CC)=[O:18])[CH2:9][CH2:8][N:7]([C:10]([O:12][C:13]([CH3:16])([CH3:15])[CH3:14])=[O:11])[CH2:6][CH2:5]1.O.[OH-].[Li+].OS([O-])(=O)=O.[Na+], predict the reaction product. The product is: [C:13]([O:12][C:10]([N:7]1[CH2:8][CH2:9][C:4]([CH2:3][O:2][CH3:1])([C:17]([OH:19])=[O:18])[CH2:5][CH2:6]1)=[O:11])([CH3:16])([CH3:15])[CH3:14].